Task: Predict the reactants needed to synthesize the given product.. Dataset: Retrosynthesis with 50K atom-mapped reactions and 10 reaction types from USPTO (1) Given the product CCc1nc2c(C)cc(C)nc2n1Cc1ccc(CCCO)cc1, predict the reactants needed to synthesize it. The reactants are: CCc1nc2c(C)cc(C)nc2n1Cc1ccc(/C=C/CO)cc1. (2) Given the product CCOC(=O)c1ccc(-c2cc(NC(=O)NC3CCCCC3)ccc2Cl)cc1, predict the reactants needed to synthesize it. The reactants are: CCOC(=O)c1ccc(-c2cc(N)ccc2Cl)cc1.O=C=NC1CCCCC1. (3) Given the product Cn1cc(C(=O)O)c(I)n1, predict the reactants needed to synthesize it. The reactants are: CCOC(=O)c1cn(C)nc1I. (4) Given the product NS(=O)(=O)c1ccc(C#Cc2cnn3c(C(F)F)cc(-c4ccc(C(F)(F)F)cc4)nc23)cc1, predict the reactants needed to synthesize it. The reactants are: C#Cc1cnn2c(C(F)F)cc(-c3ccc(C(F)(F)F)cc3)nc12.NS(=O)(=O)c1ccc(Br)cc1.